From a dataset of Reaction yield outcomes from USPTO patents with 853,638 reactions. Predict the reaction yield, written as a fraction of the theoretical maximum amount of product (1.0 means a 100% yield; for example, 0.34 means a 34% yield). The reactants are [CH2:1]([N:3]([C:21]1[CH:26]=[CH:25][CH:24]=[CH:23][CH:22]=1)[C:4]([C:6]1[C:7](=[O:20])[N:8]([CH3:19])[C:9]2[C:14]([C:15]=1[OH:16])=[C:13]([CH2:17][CH3:18])[CH:12]=[CH:11][CH:10]=2)=[O:5])[CH3:2].[OH-].[Na+].O.C([O-])(=O)C.[Ca+2:34].C([O-])(=O)C. The catalyst is C(O)C.O. The product is [Ca:34].[CH2:1]([N:3]([C:21]1[CH:22]=[CH:23][CH:24]=[CH:25][CH:26]=1)[C:4]([C:6]1[C:7](=[O:20])[N:8]([CH3:19])[C:9]2[C:14]([C:15]=1[OH:16])=[C:13]([CH2:17][CH3:18])[CH:12]=[CH:11][CH:10]=2)=[O:5])[CH3:2]. The yield is 0.980.